This data is from Full USPTO retrosynthesis dataset with 1.9M reactions from patents (1976-2016). The task is: Predict the reactants needed to synthesize the given product. (1) Given the product [NH2:1][C:2]1[N:6]([CH2:7][CH2:8][OH:9])[N:5]=[CH:4][C:3]=1[N:11]=[O:12], predict the reactants needed to synthesize it. The reactants are: [NH2:1][C:2]1[N:6]([CH2:7][CH2:8][OH:9])[N:5]=[CH:4][CH:3]=1.Cl.[N:11](OCCC(C)C)=[O:12]. (2) Given the product [F:1][C:2]1[C:3]([CH:11]([CH3:13])[CH3:12])=[CH:4][C:5]([B:19]([OH:22])[OH:20])=[C:6]([O:8][CH3:9])[CH:7]=1, predict the reactants needed to synthesize it. The reactants are: [F:1][C:2]1[CH:7]=[C:6]([O:8][CH3:9])[C:5](I)=[CH:4][C:3]=1[CH:11]([CH3:13])[CH3:12].[Li]CCCC.[B:19](OC)([O:22]C)[O:20]C. (3) Given the product [Cl:1][C:2]1[N:11]=[C:10]([N:17]2[CH2:18][CH2:19][C@H:15]([NH:14][CH3:13])[CH2:16]2)[C:9]2[C:4](=[CH:5][CH:6]=[CH:7][CH:8]=2)[N:3]=1, predict the reactants needed to synthesize it. The reactants are: [Cl:1][C:2]1[N:11]=[C:10](Cl)[C:9]2[C:4](=[CH:5][CH:6]=[CH:7][CH:8]=2)[N:3]=1.[CH3:13][NH:14][C@H:15]1[CH2:19][CH2:18][NH:17][CH2:16]1. (4) Given the product [Br:1][C:2]1[CH:18]=[CH:17][C:5]([O:6][CH2:7][C:8]2[CH:9]=[CH:10][C:11]([C:12]([N:49]3[CH2:50][CH2:51][N:46]([CH2:39][C:40]4[CH:41]=[CH:42][CH:43]=[CH:44][CH:45]=4)[CH2:47][CH2:48]3)=[O:14])=[CH:15][CH:16]=2)=[C:4]([CH2:19][N:20]([CH2:23][CH3:24])[CH2:21][CH3:22])[CH:3]=1, predict the reactants needed to synthesize it. The reactants are: [Br:1][C:2]1[CH:18]=[CH:17][C:5]([O:6][CH2:7][C:8]2[CH:16]=[CH:15][C:11]([C:12]([OH:14])=O)=[CH:10][CH:9]=2)=[C:4]([CH2:19][N:20]([CH2:23][CH3:24])[CH2:21][CH3:22])[CH:3]=1.C(Cl)CCl.C1C=CC2N(O)N=NC=2C=1.[CH2:39]([N:46]1[CH2:51][CH2:50][NH:49][CH2:48][CH2:47]1)[C:40]1[CH:45]=[CH:44][CH:43]=[CH:42][CH:41]=1. (5) Given the product [CH3:1][O:2][C:3]([C:5]1[CH:10]=[CH:9][C:8]([NH:11][C:12]2([C:36]#[N:37])[CH2:17][CH2:16][N:15]([C:18]3[CH:23]=[CH:22][C:21]([N:24]4[CH2:28][C@H:27]([CH2:29][NH:30][C:31](=[S:47])[CH3:32])[O:26][C:25]4=[O:34])=[CH:20][C:19]=3[F:35])[CH2:14][CH2:13]2)=[CH:7][CH:6]=1)=[O:4], predict the reactants needed to synthesize it. The reactants are: [CH3:1][O:2][C:3]([C:5]1[CH:10]=[CH:9][C:8]([NH:11][C:12]2([C:36]#[N:37])[CH2:17][CH2:16][N:15]([C:18]3[CH:23]=[CH:22][C:21]([N:24]4[CH2:28][C@H:27]([CH2:29][NH:30][C:31](=O)[CH3:32])[O:26][C:25]4=[O:34])=[CH:20][C:19]=3[F:35])[CH2:14][CH2:13]2)=[CH:7][CH:6]=1)=[O:4].COC1C=CC(P2(SP(C3C=CC(OC)=CC=3)(=S)S2)=[S:47])=CC=1. (6) Given the product [C:56]([C:55]([NH:54][C:17]([C:7]1[C:37]2[C:38](=[CH:39][CH:40]=[CH:41][CH:42]=2)[N:34]=[C:15]([C:14]2[CH:9]=[CH:10][CH:11]=[CH:12][CH:13]=2)[CH:16]=1)=[O:18])([C:61]1[CH:66]=[CH:65][CH:64]=[CH:63][CH:62]=1)[CH2:59][CH3:60])(=[O:57])[NH2:58], predict the reactants needed to synthesize it. The reactants are: C1([C:7]2([C:17](O)=[O:18])[CH:16]=[CH:15][C:14]3[C:9](=[CH:10][CH:11]=[CH:12][CH:13]=3)N2)C=CC=CC=1.C(N(CC)CC)C.F[P-](F)(F)(F)(F)F.[N:34]1(O[P+](N(C)C)(N(C)C)N(C)C)[C:38]2[CH:39]=[CH:40][CH:41]=[CH:42][C:37]=2N=N1.[NH2:54][C:55]([C:61]1[CH:66]=[CH:65][CH:64]=[CH:63][CH:62]=1)([CH2:59][CH3:60])[C:56]([NH2:58])=[O:57]. (7) Given the product [C:92]([NH:96][C:97]1[CH:106]=[CH:105][C:100]([C:101]([OH:103])=[O:102])=[CH:99][C:98]=1[N+:107]([O-:109])=[O:108])(=[O:95])[CH:93]=[CH2:94], predict the reactants needed to synthesize it. The reactants are: C1C=CC(C(O)=O)=C(C2C3C=CC(O)=CC=3OC3C=2C=CC(C=3)=O)C=1.C1C(C(C(Cl)(Cl)Cl)C2C=CC(Cl)=CC=2)=CC=C(Cl)C=1.CCCCCCCCCCCCOCCO.P(OC[C@H]1O[C@@H](N2C3N=CN=C(N)C=3N=C2)[C@H](O)[C@@H]1O)(OP(OP(O)(O)=O)(O)=O)(=O)O.[C:92]([NH:96][C:97]1[CH:106]=[CH:105][C:100]([C:101]([O:103]C)=[O:102])=[CH:99][C:98]=1[N+:107]([O-:109])=[O:108])(=[O:95])[CH:93]=[CH2:94]. (8) Given the product [CH2:1]([N:3]([CH2:4][CH3:5])[CH:8]=[CH:7][C:6]([O:10][C:11]1[CH:16]=[CH:15][C:14]([C:17]2[CH:22]=[CH:21][CH:20]=[CH:19][CH:18]=2)=[CH:13][CH:12]=1)=[O:9])[CH3:2], predict the reactants needed to synthesize it. The reactants are: [CH2:1]([NH:3][CH2:4][CH3:5])[CH3:2].[C:6]([O:10][C:11]1[CH:16]=[CH:15][C:14]([C:17]2[CH:22]=[CH:21][CH:20]=[CH:19][CH:18]=2)=[CH:13][CH:12]=1)(=[O:9])[C:7]#[CH:8]. (9) Given the product [C:39]([Si:36]([CH3:38])([CH3:37])[O:35][CH2:34][CH2:33][N:28]1[C:13]2=[N:14][CH:15]=[C:16]([O:18][CH:19]3[CH2:20][CH2:21][N:22]([CH:25]([CH3:27])[CH3:26])[CH2:23][CH2:24]3)[CH:17]=[C:12]2[CH:11]=[C:10]1[C:8]([N:5]1[CH2:6][CH2:7][C:2]([F:1])([F:29])[CH2:3][CH2:4]1)=[O:9])([CH3:42])([CH3:41])[CH3:40], predict the reactants needed to synthesize it. The reactants are: [F:1][C:2]1([F:29])[CH2:7][CH2:6][N:5]([C:8]([C:10]2[NH:28][C:13]3=[N:14][CH:15]=[C:16]([O:18][CH:19]4[CH2:24][CH2:23][N:22]([CH:25]([CH3:27])[CH3:26])[CH2:21][CH2:20]4)[CH:17]=[C:12]3[CH:11]=2)=[O:9])[CH2:4][CH2:3]1.[H-].[Na+].Br[CH2:33][CH2:34][O:35][Si:36]([C:39]([CH3:42])([CH3:41])[CH3:40])([CH3:38])[CH3:37]. (10) Given the product [CH3:1][O:2][C:3](=[O:21])[C:4]1[CH:9]=[C:8]([NH2:10])[CH:7]=[CH:6][C:5]=1[O:13][Si:14]([C:17]([CH3:19])([CH3:18])[CH3:20])([CH3:15])[CH3:16], predict the reactants needed to synthesize it. The reactants are: [CH3:1][O:2][C:3](=[O:21])[C:4]1[CH:9]=[C:8]([N+:10]([O-])=O)[CH:7]=[CH:6][C:5]=1[O:13][Si:14]([C:17]([CH3:20])([CH3:19])[CH3:18])([CH3:16])[CH3:15].[H][H].